Dataset: Full USPTO retrosynthesis dataset with 1.9M reactions from patents (1976-2016). Task: Predict the reactants needed to synthesize the given product. (1) Given the product [CH2:1]([O:3][C:4]([C:6]1[N:7]=[C:8]([C:18]2[CH:23]=[CH:22][C:21]([Cl:24])=[CH:20][C:19]=2[Cl:25])[N:9]([C:11]2[CH:12]=[CH:13][C:14]([Cl:17])=[CH:15][CH:16]=2)[CH:10]=1)=[O:5])[CH3:2], predict the reactants needed to synthesize it. The reactants are: [CH2:1]([O:3][C:4]([C:6]1(O)[CH2:10][N:9]([C:11]2[CH:16]=[CH:15][C:14]([Cl:17])=[CH:13][CH:12]=2)[C:8]([C:18]2[CH:23]=[CH:22][C:21]([Cl:24])=[CH:20][C:19]=2[Cl:25])=[N:7]1)=[O:5])[CH3:2].O.C1(C)C=CC(S(O)(=O)=O)=CC=1. (2) Given the product [F:23][C:24]1[CH:25]=[CH:26][C:27]([O:34][CH3:35])=[C:28]([C:30]2[N:31]=[C:11]([C:10]3[CH:14]=[CH:15][C:16]([N:17]4[CH2:22][CH2:21][CH2:20][CH2:19][CH2:18]4)=[C:8]([CH3:7])[CH:9]=3)[O:13][N:32]=2)[CH:29]=1, predict the reactants needed to synthesize it. The reactants are: C(Cl)(=O)C(Cl)=O.[CH3:7][C:8]1[CH:9]=[C:10]([CH:14]=[CH:15][C:16]=1[N:17]1[CH2:22][CH2:21][CH2:20][CH2:19][CH2:18]1)[C:11]([OH:13])=O.[F:23][C:24]1[CH:25]=[CH:26][C:27]([O:34][CH3:35])=[C:28]([C:30](=[N:32]O)[NH2:31])[CH:29]=1.CCN(C(C)C)C(C)C. (3) The reactants are: [CH:1]1([NH:7][C:8]2[N:9]([C:17]3[CH:22]=[CH:21][CH:20]=[CH:19][CH:18]=3)[N:10]=[C:11]3[C:16]=2[CH2:15][CH2:14][CH2:13][CH2:12]3)[CH2:6][CH2:5][CH2:4][CH2:3][CH2:2]1.[CH:23]1([N:29]=[C:30]=[O:31])[CH2:28][CH2:27][CH2:26][CH2:25][CH2:24]1. Given the product [CH:1]1([N:7]([C:8]2[N:9]([C:17]3[CH:18]=[CH:19][CH:20]=[CH:21][CH:22]=3)[N:10]=[C:11]3[C:16]=2[CH2:15][CH2:14][CH2:13][CH2:12]3)[C:30]([NH:29][CH:23]2[CH2:28][CH2:27][CH2:26][CH2:25][CH2:24]2)=[O:31])[CH2:6][CH2:5][CH2:4][CH2:3][CH2:2]1, predict the reactants needed to synthesize it.